From a dataset of Full USPTO retrosynthesis dataset with 1.9M reactions from patents (1976-2016). Predict the reactants needed to synthesize the given product. (1) Given the product [CH3:25][C:26]1[CH:30]=[C:29]([CH3:31])[N:28]([C:32]2[CH:38]=[CH:37][C:35]([NH:36][C:13]([CH:14]3[C:15]4[C:16](=[CH:20][CH:21]=[CH:22][CH:23]=4)[C:17](=[O:19])[N:12]([CH2:11][CH2:10][O:9][CH3:8])[CH:6]3[C:2]3[S:1][CH:5]=[CH:4][CH:3]=3)=[O:24])=[CH:34][CH:33]=2)[N:27]=1, predict the reactants needed to synthesize it. The reactants are: [S:1]1[CH:5]=[CH:4][CH:3]=[C:2]1[CH:6]=O.[CH3:8][O:9][CH2:10][CH2:11][NH2:12].[C:13]1(=[O:24])[O:19][C:17](=O)[C:16]2=[CH:20][CH:21]=[CH:22][CH:23]=[C:15]2[CH2:14]1.[CH3:25][C:26]1[CH:30]=[C:29]([CH3:31])[N:28]([C:32]2[CH:38]=[CH:37][C:35]([NH2:36])=[CH:34][CH:33]=2)[N:27]=1. (2) Given the product [CH3:30][O:29][C:22](=[O:28])[CH2:23][C:24]1[C:11]([CH2:13][C:14]2[CH:19]=[CH:18][CH:17]=[C:16]([O:20][CH3:21])[CH:15]=2)=[C:3]2[C:4]3[CH2:10][CH2:9][CH2:8][CH2:7][C:5]=3[S:6][C:2]2=[N:1][C:25]=1[CH3:27], predict the reactants needed to synthesize it. The reactants are: [NH2:1][C:2]1[S:6][C:5]2[CH2:7][CH2:8][CH2:9][CH2:10][C:4]=2[C:3]=1[C:11]([CH2:13][C:14]1[CH:19]=[CH:18][CH:17]=[C:16]([O:20][CH3:21])[CH:15]=1)=O.[C:22]([O:29][CH3:30])(=[O:28])[CH2:23][CH2:24][C:25]([CH3:27])=O.Cl[Si](C)(C)C. (3) Given the product [NH2:1][C:2]1[N:3]([CH3:24])[C:4](=[O:23])[C:5]2([C:15]3[C:10](=[CH:11][CH:12]=[C:13]([C:31]4[CH:32]=[C:27]([CH:28]=[CH:29][CH:30]=4)[C:25]#[N:26])[CH:14]=3)[O:9][CH:8]([CH:17]3[CH2:22][CH2:21][CH2:20][CH2:19][CH2:18]3)[CH2:7]2)[N:6]=1, predict the reactants needed to synthesize it. The reactants are: [NH2:1][C:2]1[N:3]([CH3:24])[C:4](=[O:23])[C:5]2([C:15]3[C:10](=[CH:11][CH:12]=[C:13](Br)[CH:14]=3)[O:9][CH:8]([CH:17]3[CH2:22][CH2:21][CH2:20][CH2:19][CH2:18]3)[CH2:7]2)[N:6]=1.[C:25]([C:27]1[CH:28]=[C:29](B(O)O)[CH:30]=[CH:31][CH:32]=1)#[N:26].C(=O)([O-])[O-].[Cs+].[Cs+]. (4) Given the product [F:48][C:2]([F:1])([F:47])[C:3]1[CH:4]=[C:5]([CH:13]([N:15]([CH2:27][C:28]2[CH:33]=[C:32]([C:34]([F:35])([F:36])[F:37])[CH:31]=[CH:30][C:29]=2[N:38]([CH2:41][CH:42]2[CH2:43][CH2:44][CH2:45][CH2:46]2)[CH2:39][CH3:40])[C:16]2[N:17]=[CH:18][C:19]([O:22][CH2:23][CH2:24][S:25]([CH3:26])=[O:52])=[CH:20][N:21]=2)[CH3:14])[CH:6]=[C:7]([C:9]([F:12])([F:11])[F:10])[CH:8]=1.[F:48][C:2]([F:1])([F:47])[C:3]1[CH:4]=[C:5]([CH:13]([N:15]([CH2:27][C:28]2[CH:33]=[C:32]([C:34]([F:35])([F:36])[F:37])[CH:31]=[CH:30][C:29]=2[N:38]([CH2:41][CH:42]2[CH2:43][CH2:44][CH2:45][CH2:46]2)[CH2:39][CH3:40])[C:16]2[N:17]=[CH:18][C:19]([O:22][CH2:23][CH2:24][S:51]([CH3:57])(=[O:54])=[O:52])=[CH:20][N:21]=2)[CH3:14])[CH:6]=[C:7]([C:9]([F:10])([F:12])[F:11])[CH:8]=1, predict the reactants needed to synthesize it. The reactants are: [F:1][C:2]([F:48])([F:47])[C:3]1[CH:4]=[C:5]([CH:13]([N:15]([CH2:27][C:28]2[CH:33]=[C:32]([C:34]([F:37])([F:36])[F:35])[CH:31]=[CH:30][C:29]=2[N:38]([CH2:41][CH:42]2[CH2:46][CH2:45][CH2:44][CH2:43]2)[CH2:39][CH3:40])[C:16]2[N:21]=[CH:20][C:19]([O:22][CH2:23][CH2:24][S:25][CH3:26])=[CH:18][N:17]=2)[CH3:14])[CH:6]=[C:7]([C:9]([F:12])([F:11])[F:10])[CH:8]=1.OO.[S:51]([O-:54])([O-])=[O:52].[Na+].[Na+].[C:57](#N)C. (5) The reactants are: [SH:1][C:2]1[O:3][C:4]2[CH:10]=[C:9]([C:11]([O:13][CH3:14])=[O:12])[CH:8]=[CH:7][C:5]=2[N:6]=1.[C:15]([O-])([O-])=O.[K+].[K+].CI. Given the product [CH3:15][S:1][C:2]1[O:3][C:4]2[CH:10]=[C:9]([C:11]([O:13][CH3:14])=[O:12])[CH:8]=[CH:7][C:5]=2[N:6]=1, predict the reactants needed to synthesize it.